Predict the reactants needed to synthesize the given product. From a dataset of Full USPTO retrosynthesis dataset with 1.9M reactions from patents (1976-2016). The reactants are: O[CH2:2][CH2:3][CH2:4][NH:5][C:6](=[O:12])[O:7][C:8]([CH3:11])([CH3:10])[CH3:9].C(N(CC)CC)C.CS(Cl)(=O)=O.[N-:25]=[N+:26]=[N-:27].[Na+]. Given the product [N:25]([CH2:2][CH2:3][CH2:4][NH:5][C:6](=[O:12])[O:7][C:8]([CH3:11])([CH3:10])[CH3:9])=[N+:26]=[N-:27], predict the reactants needed to synthesize it.